Dataset: Forward reaction prediction with 1.9M reactions from USPTO patents (1976-2016). Task: Predict the product of the given reaction. (1) Given the reactants C[O:2][C:3](=[O:21])[C:4]1[CH:9]=[C:8]([N:10]2[CH:14]=[N:13][N:12]=[C:11]2[S:15]([CH3:18])(=[O:17])=[O:16])[CH:7]=[CH:6][C:5]=1[O:19][CH3:20].[OH-].[Li+].O.Cl, predict the reaction product. The product is: [CH3:18][S:15]([C:11]1[N:10]([C:8]2[CH:7]=[CH:6][C:5]([O:19][CH3:20])=[C:4]([CH:9]=2)[C:3]([OH:21])=[O:2])[CH:14]=[N:13][N:12]=1)(=[O:16])=[O:17]. (2) Given the reactants [N:1]#[C:2]Br.[NH2:4][C:5]1[CH:6]=[C:7]([CH:11]=[CH:12][C:13]=1[NH2:14])[C:8]([O-:10])=[O:9].C([O-])([O-])=O.[Na+].[Na+], predict the reaction product. The product is: [NH2:1][C:2]1[NH:4][C:5]2[CH:6]=[C:7]([C:8]([OH:10])=[O:9])[CH:11]=[CH:12][C:13]=2[N:14]=1.